Dataset: Reaction yield outcomes from USPTO patents with 853,638 reactions. Task: Predict the reaction yield, written as a fraction of the theoretical maximum amount of product (1.0 means a 100% yield; for example, 0.34 means a 34% yield). (1) The reactants are C(OC([N:8]1[CH:12]=[CH:11][CH:10]=[C:9]1[C:13]1[CH:22]=[C:21]2[C:16]([CH:17]=[C:18]([CH2:23][CH2:24][N:25]3[CH2:29][CH2:28][CH2:27][C@H:26]3[CH3:30])[N:19]=[N:20]2)=[CH:15][CH:14]=1)=O)(C)(C)C.C[O-].[Na+]. The catalyst is O1CCCC1. The product is [CH3:30][C@@H:26]1[CH2:27][CH2:28][CH2:29][N:25]1[CH2:24][CH2:23][C:18]1[N:19]=[N:20][C:21]2[C:16]([CH:17]=1)=[CH:15][CH:14]=[C:13]([C:9]1[NH:8][CH:12]=[CH:11][CH:10]=1)[CH:22]=2. The yield is 0.760. (2) The catalyst is C(Cl)Cl. The product is [C:11]1([CH2:17][CH2:18][C:19]([N:21]2[CH2:26][CH2:25][C:24](=[O:27])[CH2:23][CH2:22]2)=[O:20])[CH:16]=[CH:15][CH:14]=[CH:13][CH:12]=1. The reactants are C(Cl)(=O)C(Cl)=O.CS(C)=O.[C:11]1([CH2:17][CH2:18][C:19]([N:21]2[CH2:26][CH2:25][CH:24]([OH:27])[CH2:23][CH2:22]2)=[O:20])[CH:16]=[CH:15][CH:14]=[CH:13][CH:12]=1.C(N(CC)CC)C. The yield is 0.890. (3) The reactants are [CH2:1]([C:5]1[N:10]2[N:11]=[CH:12][CH:13]=[C:9]2[N:8]([CH:14]2[CH2:23][CH2:22][C:17]3(OCC[O:18]3)[CH2:16][CH2:15]2)[C:7](=[O:24])[C:6]=1[CH2:25][C:26]1[CH:31]=[CH:30][C:29]([C:32]2[C:33]([C:38]#[N:39])=[CH:34][CH:35]=[CH:36][CH:37]=2)=[C:28]([F:40])[CH:27]=1)[CH2:2][CH2:3][CH3:4].Cl.[OH-].[Na+]. The catalyst is O1CCCC1.C(OCC)(=O)C. The product is [CH2:1]([C:5]1[N:10]2[N:11]=[CH:12][CH:13]=[C:9]2[N:8]([C@H:14]2[CH2:15][CH2:16][C@H:17]([OH:18])[CH2:22][CH2:23]2)[C:7](=[O:24])[C:6]=1[CH2:25][C:26]1[CH:31]=[CH:30][C:29]([C:32]2[C:33]([C:38]#[N:39])=[CH:34][CH:35]=[CH:36][CH:37]=2)=[C:28]([F:40])[CH:27]=1)[CH2:2][CH2:3][CH3:4]. The yield is 0.980. (4) The reactants are Br[C:2]1[C:7](=[O:8])[N:6]([CH2:9][C:10]2[CH:15]=[CH:14][C:13]([C:16]3[C:17]([C:22]#[N:23])=[CH:18][CH:19]=[CH:20][CH:21]=3)=[CH:12][CH:11]=2)[C:5]([CH2:24][CH2:25][CH2:26][CH3:27])=[N:4][C:3]=1[CH3:28].[CH3:29][C:30]1[C:34](B(O)O)=[C:33]([CH3:38])[O:32][N:31]=1.C(=O)([O-])[O-].[Cs+].[Cs+]. The catalyst is O1CCOCC1.C(OCC)(=O)C.C1C=CC(P(C2C=CC=CC=2)[C-]2C=CC=C2)=CC=1.C1C=CC(P(C2C=CC=CC=2)[C-]2C=CC=C2)=CC=1.Cl[Pd]Cl.[Fe+2]. The product is [CH2:24]([C:5]1[N:6]([CH2:9][C:10]2[CH:15]=[CH:14][C:13]([C:16]3[C:17]([C:22]#[N:23])=[CH:18][CH:19]=[CH:20][CH:21]=3)=[CH:12][CH:11]=2)[C:7](=[O:8])[C:2]([C:34]2[C:30]([CH3:29])=[N:31][O:32][C:33]=2[CH3:38])=[C:3]([CH3:28])[N:4]=1)[CH2:25][CH2:26][CH3:27]. The yield is 0.310.